Dataset: Catalyst prediction with 721,799 reactions and 888 catalyst types from USPTO. Task: Predict which catalyst facilitates the given reaction. (1) Reactant: [N:1]1([CH2:6][CH2:7][N:8]2[C:17]3[C:12](=[CH:13][CH:14]=[CH:15][CH:16]=3)[CH2:11][CH2:10][C:9]2=O)[CH2:5][CH2:4][CH2:3][CH2:2]1.[H-].[H-].[H-].[H-].[Li+].[Al+3].[OH-].[Na+].[O-]S([O-])(=O)=O.[Na+].[Na+]. Product: [N:1]1([CH2:6][CH2:7][N:8]2[C:17]3[C:12](=[CH:13][CH:14]=[CH:15][CH:16]=3)[CH2:11][CH2:10][CH2:9]2)[CH2:2][CH2:3][CH2:4][CH2:5]1. The catalyst class is: 1. (2) Reactant: [C:1]([O:5][C:6]([N:8]1[CH2:13][CH2:12][C:11]2[N:14]([CH2:21][C:22]([OH:24])=O)[N:15]=[C:16]([C:17]([F:20])([F:19])[F:18])[C:10]=2[CH2:9]1)=[O:7])([CH3:4])([CH3:3])[CH3:2].[Cl:25][C:26]1[CH:27]=[CH:28][C:29]([O:33][CH3:34])=[C:30]([CH:32]=1)[NH2:31].C1C=CC2N(O)N=NC=2C=1.C(N(CC)CC)C.CCN=C=NCCCN(C)C. Product: [Cl:25][C:26]1[CH:27]=[CH:28][C:29]([O:33][CH3:34])=[C:30]([NH:31][C:22](=[O:24])[CH2:21][N:14]2[C:11]3[CH2:12][CH2:13][N:8]([C:6]([O:5][C:1]([CH3:4])([CH3:2])[CH3:3])=[O:7])[CH2:9][C:10]=3[C:16]([C:17]([F:20])([F:19])[F:18])=[N:15]2)[CH:32]=1. The catalyst class is: 4.